This data is from Reaction yield outcomes from USPTO patents with 853,638 reactions. The task is: Predict the reaction yield, written as a fraction of the theoretical maximum amount of product (1.0 means a 100% yield; for example, 0.34 means a 34% yield). The reactants are N1CC(CN2C3C=CC=CC=3N=C2CN(C)C2C3N=CC=CC=3CCC2)C1.[CH3:28][N:29]([CH2:40][C:41]1[N:45]([CH2:46][CH:47]2CC[CH2:50][N:49]([CH3:53])[CH2:48]2)[C:44]2[CH:54]=[CH:55][CH:56]=[CH:57][C:43]=2[N:42]=1)[CH:30]1[C:39]2[N:38]=[CH:37][CH:36]=[CH:35][C:34]=2[CH2:33][CH2:32][CH2:31]1. No catalyst specified. The product is [CH3:28][N:29]([CH2:40][C:41]1[N:45]([CH2:46][CH:47]2[CH2:48][N:49]([CH3:50])[CH2:53]2)[C:44]2[CH:54]=[CH:55][CH:56]=[CH:57][C:43]=2[N:42]=1)[CH:30]1[C:39]2[N:38]=[CH:37][CH:36]=[CH:35][C:34]=2[CH2:33][CH2:32][CH2:31]1. The yield is 0.730.